This data is from Experimentally validated miRNA-target interactions with 360,000+ pairs, plus equal number of negative samples. The task is: Binary Classification. Given a miRNA mature sequence and a target amino acid sequence, predict their likelihood of interaction. (1) The miRNA is hsa-miR-27b-5p with sequence AGAGCUUAGCUGAUUGGUGAAC. The protein sequence of the target gene is MDVRFYPAAAGDPAGLDFAQCLGYYGYSKLGNNNYMNMAEANNAFFAASEQTFHTPSLGDEEFEIPPITPPPESDPTLGMPDALLPFQTLSDPLPSQGTEFTPQFPPQSLDLPSITISRNLVEQDGVLHSNGLHMDQSHTQVSQYRQDPSLVMRSIVHMTDGARSGIMPPAQLTTINQSQLSAQLGLNLGGANVSHTSPSPPASKSATPSPSSSINEEDADDANRAIGEKRTAPDSGKKPKTPKKKKKKDPNEPQKPVSAYALFFRDTQAAIKGQNPNATFGEVSKIVASMWDSLGEEQK.... Result: 0 (no interaction). (2) The miRNA is hsa-let-7a-5p with sequence UGAGGUAGUAGGUUGUAUAGUU. The protein sequence of the target gene is MASQSQGIQQLLQAEKRAAEKVSEARKRKNRRLKQAKEEAQAEIEQYRLQREKEFKAKEAAALGSRGSCSTEVEKETQEKMTILQTYFRQNRDEVLDNLLAFVCDIRPEIHENYRING. Result: 1 (interaction). (3) Result: 0 (no interaction). The miRNA is hsa-miR-3150a-3p with sequence CUGGGGAGAUCCUCGAGGUUGG. The protein sequence of the target gene is MGPGRCLLTALLLLALAPPPEASQYCGRLEYWNPDNKCCSSCLQRFGPPPCPDYEFRENCGLNDHGDFVTPPFRKCSSGQCNPDGAELCSPCGGGAVTPTPAAGGGRTPWRCRERPVPAKGHCPLTPGNPGAPSSQERSSPASSIAWRTPEPVPQQAWPNFLPLVVLVLLLTLAVIAILLFILLWHLCWPKEKADPYPYPGLVCGVPNTHTPSSSHLSSPGALETGDTWKEASLLPLLSRELSSLASQPLSRLLDELEVLEELIVLLDPEPGPGGGMAHGTTRHLAARYGLPAAWSTFAY.... (4) The miRNA is hsa-miR-5004-5p with sequence UGAGGACAGGGCAAAUUCACGA. The protein sequence of the target gene is MAVYVGMLRLGRLCAGSSGVLGARAALSRSWQEARLQGVRFLSSREVDRMVSTPIGGLSYVQGCTKKHLNSKTVGQCLETTAQRVPEREALVVLHEDVRLTFAQLKEEVDKAASGLLSIGLCKGDRLGMWGPNSYAWVLMQLATAQAGIILVSVNPAYQAMELEYVLKKVGCKALVFPKQFKTQQYYNVLKQICPEVENAQPGALKSQRLPDLTTVISVDAPLPGTLLLDEVVAAGSTRQHLDQLQYNQQFLSCHDPINIQFTSGTTGSPKGATLSHYNIVNNSNILGERLKLHEKTPEQ.... Result: 1 (interaction). (5) The miRNA is hsa-miR-1267 with sequence CCUGUUGAAGUGUAAUCCCCA. The protein sequence of the target gene is MVARSTDSLDGPGEGSVQPLPTAGGPSVKGKPGKRLSAPRGPFPRLADCAHFHYENVDFGHIQLLLSPDREGPSLSGENELVFGVQVTCQGRSWPVLRSYDDFRSLDAHLHRCIFDRRFSCLPELPPPPEGARAAQMLVPLLLQYLETLSGLVDSNLNCGPVLTWMELDNHGRRLLLSEEASLNIPAVAAAHVIKRYTAQAPDELSFEVGDIVSVIDMPPTEDRSWWRGKRGFQVGFFPSECVELFTERPGPGLKADADGPPCGIPAPQGISSLTSAVPRPRGKLAGLLRTFMRSRPSRQ.... Result: 0 (no interaction). (6) The miRNA is hsa-miR-1296-5p with sequence UUAGGGCCCUGGCUCCAUCUCC. The protein sequence of the target gene is MPARGGSARPGRGALKPVSVTLLPDTEQPPFLGRARRPGNARAGSLVTGYHEVGQMPAPLSRKIGQKKQRLADSEQQQTPKERLLSTPGLRRSIYFSSPEDHSGRLGPEFFDQPAVTLARAFLGQVLVRRLADGTELRGRIVETEAYLGPEDEAAHSRGGRQTPRNRGMFMKPGTLYVYLIYGMYFCLNVSSQGAGACVLLRALEPLEGLETMRQLRNSLRKSTVGRSLKDRELCSGPSKLCQALAIDKSFDQRDLAQDDAVWLEHGPLESSSPAVVVAAARIGIGHAGEWTQKPLRFYV.... Result: 0 (no interaction). (7) Result: 0 (no interaction). The protein sequence of the target gene is MAGKPVLHYFDGRGRMEPIRWLLAAAGVEFEEKFLKTRDDLARLRSDGSLMFQQVPMVEIDGMKLVQTKAILNYIASKYNLYGKDMKERAIIDMYTEGVADLEIMILYYPHMPPEEKEASLAKIKEQTRNRYFPAFEKVLKSHGQDYLVGNRLSRADIALVELLYHVEELDPGVVDNFPLLKALRSRVSNLPTVKKFLQPGSQRKPFDDAKCVESAKKIFS. The miRNA is mmu-miR-29b-3p with sequence UAGCACCAUUUGAAAUCAGUGUU. (8) The miRNA is cel-miR-1817 with sequence UAGCCAAUGUCUUCUCUAUCAUG. The protein sequence of the target gene is MAGKAAAPGTAVLLVTANVGSLFDDPENLQKNWLREFYQVLHTHKPHFMALHCQEFGGKNYEASMSHVDKFVKELLSSDAMKEYNRARVYLDENYKSQEHFTALGSFYFLHESLKNIYQFDFKAKKYKKVTGKEIYSDTLESTPMLEKEKFPQDYFPECKWSRKGFIRTRWCIADCAFDLVNIHLFHDASNLVAWETSPSVYSGVRHKALGYVLDRIIDQRFEKVSYFVFGDFNFRLDSKSVVETLCTKATMQTVRAADTNEVVKLIFRESDNDRKVVLQLEKKLFDYFNQDVFRDNNGT.... Result: 0 (no interaction).